This data is from Forward reaction prediction with 1.9M reactions from USPTO patents (1976-2016). The task is: Predict the product of the given reaction. (1) Given the reactants [CH2:1]([O:3][C:4](=[O:31])[C:5]1[CH:10]=[CH:9][C:8]([C:11]2[CH2:15][C:14]([C:20]3[CH:25]=[C:24]([Cl:26])[CH:23]=[C:22]([Cl:27])[CH:21]=3)([C:16]([F:19])([F:18])[F:17])[O:13][N:12]=2)=[CH:7][C:6]=1[N+:28]([O-])=O)[CH3:2].O.C(O)(=O)C, predict the reaction product. The product is: [CH2:1]([O:3][C:4](=[O:31])[C:5]1[CH:10]=[CH:9][C:8]([C:11]2[CH2:15][C:14]([C:20]3[CH:21]=[C:22]([Cl:27])[CH:23]=[C:24]([Cl:26])[CH:25]=3)([C:16]([F:17])([F:18])[F:19])[O:13][N:12]=2)=[CH:7][C:6]=1[NH2:28])[CH3:2]. (2) The product is: [Br:1][C:2]1[CH:13]=[CH:12][C:5]2[CH2:6][CH2:7][CH2:8][CH2:9][CH2:10][C:4]=2[CH:3]=1. Given the reactants [Br:1][C:2]1[CH:13]=[CH:12][C:5]2[CH2:6][CH2:7][CH2:8][CH2:9][CH:10](O)[C:4]=2[CH:3]=1.C([SiH](CC)CC)C.FC(F)(F)C(O)=O, predict the reaction product. (3) Given the reactants [C:1]1([C:7]2[CH:16]=[CH:15][C:14]3[C:9](=[CH:10][CH:11]=[C:12]([N+:17]([O-])=O)[CH:13]=3)[N:8]=2)[CH:6]=[CH:5][CH:4]=[CH:3][CH:2]=1, predict the reaction product. The product is: [C:1]1([C:7]2[CH:16]=[CH:15][C:14]3[C:9](=[CH:10][CH:11]=[C:12]([NH2:17])[CH:13]=3)[N:8]=2)[CH:2]=[CH:3][CH:4]=[CH:5][CH:6]=1. (4) Given the reactants C(N(C(C)C)C(C)C)C.F[P-](F)(F)(F)(F)F.N1(O[P+](N2CCCC2)(N2CCCC2)N2CCCC2)C2C=CC=CC=2N=N1.Cl.[CH3:44][NH:45][NH:46][C:47](=[O:74])[C:48]1[CH:53]=[CH:52][C:51](/[CH:54]=[CH:55]/[CH:56]([C:61]2[CH:66]=[C:65]([Cl:67])[C:64]([Cl:68])=[C:63]([Cl:69])[CH:62]=2)[C:57]([F:60])([F:59])[F:58])=[CH:50][C:49]=1[C:70]([F:73])([F:72])[F:71].[F:75][C:76]([F:82])([F:81])[CH2:77][C:78](O)=[O:79], predict the reaction product. The product is: [CH3:44][N:45]([C:78](=[O:79])[CH2:77][C:76]([F:82])([F:81])[F:75])[NH:46][C:47](=[O:74])[C:48]1[CH:53]=[CH:52][C:51](/[CH:54]=[CH:55]/[CH:56]([C:61]2[CH:62]=[C:63]([Cl:69])[C:64]([Cl:68])=[C:65]([Cl:67])[CH:66]=2)[C:57]([F:58])([F:59])[F:60])=[CH:50][C:49]=1[C:70]([F:71])([F:73])[F:72]. (5) Given the reactants [CH2:1]([N:3]1[C:7](=[NH:8])/[C:6](=[CH:9]/[C:10]2[CH:15]=[CH:14][C:13]([OH:16])=[C:12]([O:17][CH3:18])[CH:11]=2)/[NH:5][C:4]1=[O:19])[CH3:2].[CH3:20][C:21]1[CH:26]=[CH:25][C:24]([S:27](Cl)(=[O:29])=[O:28])=[CH:23][CH:22]=1.[Cl-].[NH4+], predict the reaction product. The product is: [CH3:20][C:21]1[CH:26]=[CH:25][C:24]([S:27]([O:16][C:13]2[CH:14]=[CH:15][C:10](/[CH:9]=[C:6]3\[NH:5][C:4](=[O:19])[N:3]([CH2:1][CH3:2])[C:7]\3=[NH:8])=[CH:11][C:12]=2[O:17][CH3:18])(=[O:29])=[O:28])=[CH:23][CH:22]=1.